From a dataset of Peptide-MHC class II binding affinity with 134,281 pairs from IEDB. Regression. Given a peptide amino acid sequence and an MHC pseudo amino acid sequence, predict their binding affinity value. This is MHC class II binding data. (1) The peptide sequence is LMDVVYSIALHPIDE. The MHC is DRB1_0301 with pseudo-sequence DRB1_0301. The binding affinity (normalized) is 0.502. (2) The peptide sequence is INELIASGSEKLASV. The MHC is DRB1_0405 with pseudo-sequence DRB1_0405. The binding affinity (normalized) is 0.566. (3) The peptide sequence is VQDPKFWELVDEERK. The MHC is HLA-DQA10501-DQB10302 with pseudo-sequence HLA-DQA10501-DQB10302. The binding affinity (normalized) is 0. (4) The peptide sequence is KMIGGIGGFIKVRQYDQIPI. The MHC is DRB1_0701 with pseudo-sequence DRB1_0701. The binding affinity (normalized) is 0.340. (5) The peptide sequence is VPKKKKDKDIPQSSE. The MHC is DRB4_0101 with pseudo-sequence DRB4_0103. The binding affinity (normalized) is 0.119. (6) The peptide sequence is PEKPDSVTPMILKAQK. The MHC is HLA-DQA10101-DQB10501 with pseudo-sequence HLA-DQA10101-DQB10501. The binding affinity (normalized) is 0.0703. (7) The peptide sequence is GQKYFKGNFQRLAIT. The MHC is HLA-DPA10103-DPB10402 with pseudo-sequence HLA-DPA10103-DPB10402. The binding affinity (normalized) is 0.504. (8) The peptide sequence is YGRILHYLKAKEYSH. The MHC is DRB1_0802 with pseudo-sequence DRB1_0802. The binding affinity (normalized) is 0.394.